From a dataset of Reaction yield outcomes from USPTO patents with 853,638 reactions. Predict the reaction yield, written as a fraction of the theoretical maximum amount of product (1.0 means a 100% yield; for example, 0.34 means a 34% yield). (1) The reactants are Cl[C:2]1[N:3]=[C:4]([N:16]2[CH2:21][CH2:20][O:19][CH2:18][C@@H:17]2[CH3:22])[C:5]2[CH2:10][N:9]([C:11]([O:13][CH2:14][CH3:15])=[O:12])[CH2:8][C:6]=2[N:7]=1.[F:23][C:24]1[CH:25]=[C:26]([CH:28]=[CH:29][C:30]=1B1OC(C)(C)C(C)(C)O1)[NH2:27]. No catalyst specified. The product is [NH2:27][C:26]1[CH:28]=[CH:29][C:30]([C:2]2[N:3]=[C:4]([N:16]3[CH2:21][CH2:20][O:19][CH2:18][C@@H:17]3[CH3:22])[C:5]3[CH2:10][N:9]([C:11]([O:13][CH2:14][CH3:15])=[O:12])[CH2:8][C:6]=3[N:7]=2)=[C:24]([F:23])[CH:25]=1. The yield is 0.450. (2) The catalyst is CN(C1C=CN=CC=1)C.C(Cl)Cl. The yield is 0.920. The product is [F:1][C:2]1[CH:7]=[CH:6][CH:5]=[CH:4][C:3]=1[CH2:8][C:9]([O:11][C@H:18]([C:12]1[CH:17]=[CH:16][CH:15]=[CH:14][CH:13]=1)[CH3:19])=[O:10]. The reactants are [F:1][C:2]1[CH:7]=[CH:6][CH:5]=[CH:4][C:3]=1[CH2:8][C:9]([OH:11])=[O:10].[C:12]1([C@@H:18](O)[CH3:19])[CH:17]=[CH:16][CH:15]=[CH:14][CH:13]=1.CCN=C=NCCCN(C)C.